From a dataset of Forward reaction prediction with 1.9M reactions from USPTO patents (1976-2016). Predict the product of the given reaction. (1) Given the reactants [CH3:1][C:2]1[CH:17]=[CH:16][C:5]([CH2:6][C:7]2[C:15]3[S:14][CH:13]=[CH:12][C:11]=3[CH:10]=[CH:9][CH:8]=2)=[CH:4][CH:3]=1.[Br:18]N1C(=O)CCC1=O, predict the reaction product. The product is: [Br:18][C:12]1[C:11]2[CH:10]=[CH:9][CH:8]=[C:7]([CH2:6][C:5]3[CH:4]=[CH:3][C:2]([CH3:1])=[CH:17][CH:16]=3)[C:15]=2[S:14][CH:13]=1. (2) Given the reactants [OH:1][C:2]1[CH:3]=[C:4]([CH:7]=[CH:8][C:9]=1[N+:10]([O-:12])=[O:11])[CH:5]=[O:6].C(=O)([O-])[O-].[K+].[K+].I[CH2:20][CH3:21].O, predict the reaction product. The product is: [CH2:20]([O:1][C:2]1[CH:3]=[C:4]([CH:7]=[CH:8][C:9]=1[N+:10]([O-:12])=[O:11])[CH:5]=[O:6])[CH3:21]. (3) Given the reactants [CH3:1][C:2]1[C:10]2[CH2:9][O:8][C:7](=[O:11])[C:6]=2[CH:5]=[CH:4][C:3]=1[CH2:12][CH2:13][N:14]1[CH2:19][CH2:18][NH:17][CH2:16][C:15]1=[O:20].[CH3:21][C:22]1[C:30]2[CH2:29][O:28][C:27](=[O:31])[C:26]=2[CH:25]=[CH:24][C:23]=1[C@@H:32]1[CH2:34][O:33]1, predict the reaction product. The product is: [OH:33][C@H:32]([C:23]1[CH:24]=[CH:25][C:26]2[C:27](=[O:31])[O:28][CH2:29][C:30]=2[C:22]=1[CH3:21])[CH2:34][N:17]1[CH2:18][CH2:19][N:14]([CH2:13][CH2:12][C:3]2[CH:4]=[CH:5][C:6]3[C:7](=[O:11])[O:8][CH2:9][C:10]=3[C:2]=2[CH3:1])[C:15](=[O:20])[CH2:16]1. (4) The product is: [Cl:27][C:20]1[CH:19]=[CH:18][C:17]2[C:22](=[CH:23][C:14]([N:12]3[CH2:13][CH:10]([N:7]4[CH2:8][CH2:9][N:4]([CH:1]([CH3:3])[CH3:2])[CH2:5][CH2:6]4)[CH2:11]3)=[CH:15][N:16]=2)[N:21]=1. Given the reactants [CH:1]([N:4]1[CH2:9][CH2:8][N:7]([CH:10]2[CH2:13][N:12]([C:14]3[CH:23]=[C:22]4[C:17]([CH:18]=[CH:19][C:20](=O)[NH:21]4)=[N:16][CH:15]=3)[CH2:11]2)[CH2:6][CH2:5]1)([CH3:3])[CH3:2].O=P(Cl)(Cl)[Cl:27], predict the reaction product. (5) Given the reactants [C:1]([O:5][C:6]([NH:8][C@@H:9]([CH2:13][CH2:14][C:15]1[N:19]([CH2:20][C:21]2[CH:26]=[CH:25][C:24]([C:27]([CH3:30])([CH3:29])[CH3:28])=[CH:23][CH:22]=2)[C:18]2[CH:31]=[CH:32][CH:33]=[CH:34][C:17]=2[N:16]=1)[C:10](O)=[O:11])=[O:7])([CH3:4])([CH3:3])[CH3:2].CCN=C=NCCCN(C)C.Cl.C1C=CC2N(O)N=NC=2C=1.[C:57]([O:76][NH2:77])([C:70]1[CH:75]=[CH:74][CH:73]=[CH:72][CH:71]=1)([C:64]1[CH:69]=[CH:68][CH:67]=[CH:66][CH:65]=1)[C:58]1[CH:63]=[CH:62][CH:61]=[CH:60][CH:59]=1, predict the reaction product. The product is: [C:1]([O:5][C:6]([NH:8][C@@H:9]([CH2:13][CH2:14][C:15]1[N:19]([CH2:20][C:21]2[CH:26]=[CH:25][C:24]([C:27]([CH3:29])([CH3:28])[CH3:30])=[CH:23][CH:22]=2)[C:18]2[CH:31]=[CH:32][CH:33]=[CH:34][C:17]=2[N:16]=1)[C:10]([NH:77][O:76][C:57]([C:64]1[CH:69]=[CH:68][CH:67]=[CH:66][CH:65]=1)([C:70]1[CH:71]=[CH:72][CH:73]=[CH:74][CH:75]=1)[C:58]1[CH:63]=[CH:62][CH:61]=[CH:60][CH:59]=1)=[O:11])=[O:7])([CH3:2])([CH3:3])[CH3:4]. (6) Given the reactants [CH2:1]([O:8][C:9]1[CH:10]=[C:11]([S:15][C:16]2[CH:21]=[CH:20][C:19]([CH:22](C)[CH2:23][CH:24](O)[CH:25]([NH:28][C:29]([O:31][C:32](C)(C)C)=[O:30])[CH2:26][OH:27])=[C:18]([Cl:38])[CH:17]=2)[CH:12]=[CH:13][CH:14]=1)[C:2]1[CH:7]=[CH:6][CH:5]=[CH:4][CH:3]=1.[H-].[Na+], predict the reaction product. The product is: [CH2:1]([O:8][C:9]1[CH:10]=[C:11]([S:15][C:16]2[CH:21]=[CH:20][C:19]([CH2:22][CH2:23][CH2:24][C:25]3([CH2:26][OH:27])[CH2:32][O:31][C:29](=[O:30])[NH:28]3)=[C:18]([Cl:38])[CH:17]=2)[CH:12]=[CH:13][CH:14]=1)[C:2]1[CH:7]=[CH:6][CH:5]=[CH:4][CH:3]=1. (7) Given the reactants [CH3:1][C@@H:2]([O:17][C@H:18]1[O:23][CH2:22][CH2:21][N:20]([CH2:24][C:25]2NC(=O)NN=2)[C@H:19]1[C:31]1[CH:32]=[CH:33][C:34]([F:37])=[CH:35][CH:36]=1)[C:3]1[CH:4]=[C:5]([C:13]([F:16])([F:15])[F:14])[CH:6]=[C:7]([C:9]([F:12])([F:11])[F:10])[CH:8]=1.C(N1CCOC(OC(=O)[C:39]2[CH:44]=[C:43](C(F)(F)F)C=[C:41](C(F)(F)F)[CH:40]=2)[C@@H]1[C:39]1[CH:44]=[CH:43]C(F)=[CH:41][CH:40]=1)[C:39]1[CH:44]=[CH:43]C=[CH:41][CH:40]=1, predict the reaction product. The product is: [CH2:24]([N:20]1[CH2:21][CH2:22][O:23][CH:18]([O:17][C:2]([C:3]2[CH:4]=[C:5]([C:13]([F:16])([F:15])[F:14])[CH:6]=[C:7]([C:9]([F:11])([F:12])[F:10])[CH:8]=2)=[CH2:1])[CH:19]1[C:31]1[CH:32]=[CH:33][C:34]([F:37])=[CH:35][CH:36]=1)[C:25]1[CH:43]=[CH:44][CH:39]=[CH:40][CH:41]=1. (8) Given the reactants FC(F)(F)C(O)=O.[CH2:8]([C@H:11]1[CH2:15][NH:14][CH2:13][C@@:12]1([N:28]=[N+:29]=[N-:30])[C:16]([O:18][CH2:19][C:20](=[O:27])[C:21]1[CH:26]=[CH:25][CH:24]=[CH:23][CH:22]=1)=[O:17])[CH:9]=[CH2:10].[CH2:31]([N:38]([C:43]([O:45][C:46]([CH3:49])([CH3:48])[CH3:47])=[O:44])[CH2:39][C:40](O)=[O:41])[C:32]1[CH:37]=[CH:36][CH:35]=[CH:34][CH:33]=1.CCN(CC)CC.F[P-](F)(F)(F)(F)F.C[N+](C)=C(N(C)C)ON1C2N=CC=CC=2N=N1, predict the reaction product. The product is: [CH2:8]([C@H:11]1[CH2:15][N:14]([C:40](=[O:41])[CH2:39][N:38]([CH2:31][C:32]2[CH:37]=[CH:36][CH:35]=[CH:34][CH:33]=2)[C:43]([O:45][C:46]([CH3:49])([CH3:47])[CH3:48])=[O:44])[CH2:13][C@@:12]1([N:28]=[N+:29]=[N-:30])[C:16]([O:18][CH2:19][C:20](=[O:27])[C:21]1[CH:26]=[CH:25][CH:24]=[CH:23][CH:22]=1)=[O:17])[CH:9]=[CH2:10].